This data is from Catalyst prediction with 721,799 reactions and 888 catalyst types from USPTO. The task is: Predict which catalyst facilitates the given reaction. (1) Reactant: C[O:2][C:3](=[O:22])[CH2:4][CH2:5][N:6]1[C:11]2[CH:12]=[C:13]([CH3:17])[CH:14]=[C:15]([CH3:16])[C:10]=2[O:9][C@@H:8]([CH:18]([CH3:20])[CH3:19])[C:7]1=[O:21].[OH-].[Na+]. Product: [CH:18]([C@H:8]1[C:7](=[O:21])[N:6]([CH2:5][CH2:4][C:3]([OH:22])=[O:2])[C:11]2[CH:12]=[C:13]([CH3:17])[CH:14]=[C:15]([CH3:16])[C:10]=2[O:9]1)([CH3:20])[CH3:19]. The catalyst class is: 5. (2) Reactant: O[C@H:2](C)[CH2:3][N:4]1[CH2:9][CH2:8][CH:7]([O:10][C:11](=[O:16])[C:12]([CH3:15])([CH3:14])[CH3:13])[CH2:6][CH2:5]1.[CH2:18]([N:20]([CH2:23][CH3:24])[CH2:21][CH3:22])C.S(OS(C(F)(F)F)(=O)=O)(C(F)(F)F)(=O)=O.[C:40]([O:44][C:45](=[O:53])[NH:46][CH:47]1CCNCC1)([CH3:43])([CH3:42])[CH3:41]. Product: [C:40]([O:44][C:45]([NH:46][CH:47]1[CH2:24][CH2:23][N:20]([CH2:18][C@@H:3]([N:4]2[CH2:5][CH2:6][CH:7]([O:10][C:11](=[O:16])[C:12]([CH3:13])([CH3:14])[CH3:15])[CH2:8][CH2:9]2)[CH3:2])[CH2:21][CH2:22]1)=[O:53])([CH3:43])([CH3:42])[CH3:41]. The catalyst class is: 2.